Predict the product of the given reaction. From a dataset of Forward reaction prediction with 1.9M reactions from USPTO patents (1976-2016). (1) Given the reactants [C:1]1([C:7]2([CH3:18])[C:12](=[O:13])[N:11]([CH2:14]C)[C:10](=[O:16])[NH:9][C:8]2=[O:17])[CH2:6][CH2:5][CH2:4][CH2:3]C=1.Br.Br[CH2:21][C:22]([C:24]1[CH:25]=[N:26][CH:27]=[CH:28][CH:29]=1)=[O:23], predict the reaction product. The product is: [C:1]1([C:7]2([CH3:18])[C:12](=[O:13])[N:11]([CH3:14])[C:10](=[O:16])[N:9]([CH2:21][C:22](=[O:23])[C:24]3[CH:25]=[N:26][CH:27]=[CH:28][CH:29]=3)[C:8]2=[O:17])[CH2:6][CH2:5][CH2:4][CH:3]=1. (2) Given the reactants C([O-])([O-])=O.[K+].[K+].Br[CH2:8][CH2:9][C:10]1[CH:15]=[CH:14][C:13]([F:16])=[CH:12][CH:11]=1.[CH3:17][O:18][C:19](=[O:45])/[CH:20]=[CH:21]/[C:22]1[CH:23]=[C:24]2[C:41](=[CH:42][CH:43]=1)[O:40][C:27]1([CH2:32][CH2:31][N:30](C(OC(C)(C)C)=O)[CH2:29][CH2:28]1)[CH2:26][C:25]2=[O:44], predict the reaction product. The product is: [CH3:17][O:18][C:19](=[O:45])/[CH:20]=[CH:21]/[C:22]1[CH:23]=[C:24]2[C:41](=[CH:42][CH:43]=1)[O:40][C:27]1([CH2:28][CH2:29][N:30]([CH2:8][CH2:9][C:10]3[CH:15]=[CH:14][C:13]([F:16])=[CH:12][CH:11]=3)[CH2:31][CH2:32]1)[CH2:26][C:25]2=[O:44]. (3) Given the reactants FC(F)(F)C(O)=O.C(OC(=O)[NH:14][C@H:15]([C:17]1[N:25]([C:26]2[CH:31]=[CH:30][CH:29]=[CH:28][N:27]=2)[C:20]2=[N:21][CH:22]=[CH:23][CH:24]=[C:19]2[N:18]=1)[CH3:16])(C)(C)C, predict the reaction product. The product is: [N:27]1[CH:28]=[CH:29][CH:30]=[CH:31][C:26]=1[N:25]1[C:20]2=[N:21][CH:22]=[CH:23][CH:24]=[C:19]2[N:18]=[C:17]1[C@@H:15]([NH2:14])[CH3:16]. (4) Given the reactants I[C:2]1[CH:3]=[CH:4][C:5]2[O:9][C:8]([C:20]([F:23])([F:22])[F:21])([C:10]3[CH:15]=[CH:14][CH:13]=[C:12]([C:16]([F:19])([F:18])[F:17])[CH:11]=3)[CH2:7][C:6]=2[CH:24]=1.O.[NH2:26][C:27]1[CH:28]=[C:29](B(O)O)[CH:30]=[CH:31][CH:32]=1.C([O-])([O-])=O.[K+].[K+], predict the reaction product. The product is: [F:21][C:20]([F:23])([F:22])[C:8]1([C:10]2[CH:15]=[CH:14][CH:13]=[C:12]([C:16]([F:19])([F:18])[F:17])[CH:11]=2)[CH2:7][C:6]2[CH:24]=[C:2]([C:31]3[CH:32]=[C:27]([CH:28]=[CH:29][CH:30]=3)[NH2:26])[CH:3]=[CH:4][C:5]=2[O:9]1. (5) Given the reactants [NH:1]1[CH2:4][CH:3]([C:5]2[C:6]([Cl:38])=[C:7]([NH:13][C:14]3[N:19]=[C:18]([N:20]([CH:30]4[CH2:32][CH2:31]4)CC4C=CC(OC)=CC=4)[C:17]4=[N:33][CH:34]=[C:35]([C:36]#[N:37])[N:16]4[N:15]=3)[CH:8]=[C:9]([C:11]#[N:12])[CH:10]=2)[CH2:2]1.[O:39]1[CH2:42][C:41](=O)[CH2:40]1, predict the reaction product. The product is: [Cl:38][C:6]1[C:5]([CH:3]2[CH2:2][N:1]([CH:41]3[CH2:42][O:39][CH2:40]3)[CH2:4]2)=[CH:10][C:9]([C:11]#[N:12])=[CH:8][C:7]=1[NH:13][C:14]1[N:19]=[C:18]([NH:20][CH:30]2[CH2:32][CH2:31]2)[C:17]2=[N:33][CH:34]=[C:35]([C:36]#[N:37])[N:16]2[N:15]=1. (6) Given the reactants [C:1]1([CH2:7][N:8]2[CH2:12][CH2:11][C@@H:10]([NH2:13])[CH2:9]2)[CH:6]=[CH:5][CH:4]=[CH:3][CH:2]=1.[Br:14][CH:15]([CH2:19][CH2:20]Br)[C:16](Br)=[O:17], predict the reaction product. The product is: [CH2:7]([N:8]1[CH2:12][CH2:11][CH:10]([N:13]2[CH2:20][CH2:19][C@@H:15]([Br:14])[C:16]2=[O:17])[CH2:9]1)[C:1]1[CH:2]=[CH:3][CH:4]=[CH:5][CH:6]=1. (7) The product is: [F:1][C:2]1[CH:7]=[C:6]([F:8])[CH:5]=[CH:4][C:3]=1[CH:9]=[CH:10][C:11]([NH:13][C@H:14]([C:24]([OH:26])=[O:25])[CH2:15][C:16]1[CH:17]=[CH:18][C:19]([O:22][CH3:23])=[CH:20][CH:21]=1)=[O:12]. Given the reactants [F:1][C:2]1[CH:7]=[C:6]([F:8])[CH:5]=[CH:4][C:3]=1[CH:9]=[CH:10][C:11]([NH:13][C@H:14]([C:24]([O:26]C)=[O:25])[CH2:15][C:16]1[CH:21]=[CH:20][C:19]([O:22][CH3:23])=[CH:18][CH:17]=1)=[O:12].[OH-].[Na+], predict the reaction product. (8) Given the reactants [NH2:1][C:2]1[CH:13]=[CH:12][C:5]2[C:6](=[O:11])[NH:7][CH2:8][CH2:9][O:10][C:4]=2[CH:3]=1.Cl[C:15]1[N:20]=[C:19]([NH:21][C:22]2[CH:31]=[CH:30][CH:29]=[CH:28][C:23]=2[C:24]([NH:26][CH3:27])=[O:25])[C:18]([Cl:32])=[CH:17][N:16]=1.Cl.O1CCOCC1.O, predict the reaction product. The product is: [Cl:32][C:18]1[C:19]([NH:21][C:22]2[CH:31]=[CH:30][CH:29]=[CH:28][C:23]=2[C:24]([NH:26][CH3:27])=[O:25])=[N:20][C:15]([NH:1][C:2]2[CH:13]=[CH:12][C:5]3[C:6](=[O:11])[NH:7][CH2:8][CH2:9][O:10][C:4]=3[CH:3]=2)=[N:16][CH:17]=1. (9) The product is: [C:9]([O:12][C:6]([NH:5][S:2]([N:39]([C:36]1[CH:35]=[C:34]([C:28]2[CH:33]=[CH:32][CH:31]=[CH:30][CH:29]=2)[S:38][CH:37]=1)[CH:40]([CH3:45])[C:41]([O:43][CH3:44])=[O:42])(=[O:4])=[O:3])=[O:7])([CH3:11])([CH3:10])[CH3:8]. Given the reactants Cl[S:2]([N:5]=[C:6]=[O:7])(=[O:4])=[O:3].[CH3:8][C:9]([OH:12])([CH3:11])[CH3:10].C(OC(NC(NS(Cl)(=O)=O)=O)=O)(C)(C)C.[C:28]1([C:34]2[S:38][CH:37]=[C:36]([NH:39][CH:40]([CH3:45])[C:41]([O:43][CH3:44])=[O:42])[CH:35]=2)[CH:33]=[CH:32][CH:31]=[CH:30][CH:29]=1.CCN(C(C)C)C(C)C, predict the reaction product.